Dataset: Forward reaction prediction with 1.9M reactions from USPTO patents (1976-2016). Task: Predict the product of the given reaction. (1) Given the reactants [Br:1][C:2]1[CH:18]=[CH:17][C:5]([CH2:6][N:7]2[CH:12]=[CH:11][CH:10]=[C:9]([C:13]([OH:15])=O)[C:8]2=[O:16])=[CH:4][CH:3]=1.[NH2:19][C@@H:20]([CH2:28][CH2:29][CH2:30][NH:31][C:32]([NH:34][S:35]([C:38]1[C:39]([CH3:52])=[C:40]2[C:45](=[C:46]([CH3:49])[C:47]=1[CH3:48])[O:44][C:43]([CH3:51])([CH3:50])[CH2:42][CH2:41]2)(=[O:37])=[O:36])=[NH:33])[C:21]([O:23][C:24]([CH3:27])([CH3:26])[CH3:25])=[O:22].CN(C(ON1N=NC2C=CC=CC1=2)=[N+](C)C)C.F[P-](F)(F)(F)(F)F.CCN(C(C)C)C(C)C, predict the reaction product. The product is: [Br:1][C:2]1[CH:3]=[CH:4][C:5]([CH2:6][N:7]2[CH:12]=[CH:11][CH:10]=[C:9]([C:13]([NH:19][C@@H:20]([CH2:28][CH2:29][CH2:30][NH:31][C:32]([NH:34][S:35]([C:38]3[C:39]([CH3:52])=[C:40]4[C:45](=[C:46]([CH3:49])[C:47]=3[CH3:48])[O:44][C:43]([CH3:51])([CH3:50])[CH2:42][CH2:41]4)(=[O:36])=[O:37])=[NH:33])[C:21]([O:23][C:24]([CH3:25])([CH3:26])[CH3:27])=[O:22])=[O:15])[C:8]2=[O:16])=[CH:17][CH:18]=1. (2) Given the reactants [NH2:1][C:2]1[N:6]([C:7]2[C:12]([Cl:13])=[CH:11][C:10]([Cl:14])=[CH:9][C:8]=2[Cl:15])[N:5]=[C:4]([C:16]([F:19])([F:18])[F:17])[C:3]=1[C:20]([NH2:22])=[O:21].[CH3:23][O:24][C:25]1[CH:26]=[C:27]([CH2:31][C:32](Cl)=O)[CH:28]=[CH:29][CH:30]=1.[O-]CC.[Na+], predict the reaction product. The product is: [Cl:15][C:8]1[CH:9]=[C:10]([Cl:14])[CH:11]=[C:12]([Cl:13])[C:7]=1[N:6]1[C:2]2=[N:1][C:32]([CH2:31][C:27]3[CH:28]=[CH:29][CH:30]=[C:25]([O:24][CH3:23])[CH:26]=3)=[N:22][C:20](=[O:21])[C:3]2=[C:4]([C:16]([F:19])([F:18])[F:17])[NH:5]1. (3) Given the reactants [Br:1][CH:2]([CH3:13])[C:3]([C:5]1[CH:10]=[CH:9][C:8]([Cl:11])=[C:7]([CH3:12])[CH:6]=1)=O.[NH:14]1[CH2:18][CH2:17][NH:16][C:15]1=[S:19], predict the reaction product. The product is: [BrH:1].[Cl:11][C:8]1[CH:9]=[CH:10][C:5]([C:3]2[N:16]3[CH2:17][CH2:18][N:14]=[C:15]3[S:19][C:2]=2[CH3:13])=[CH:6][C:7]=1[CH3:12]. (4) Given the reactants [CH3:1][CH:2]1[CH2:7][CH2:6][CH:5]([N:8]2[CH2:13][CH2:12][N:11]([C:14]3[CH:23]=[CH:22][C:17]([C:18]([NH:20][NH2:21])=[O:19])=[CH:16][CH:15]=3)[CH2:10][CH2:9]2)[CH2:4][CH2:3]1.N1C=CC=CC=1.[I:30][C:31]1[CH:39]=[CH:38][C:34]([C:35](Cl)=[O:36])=[CH:33][CH:32]=1.O, predict the reaction product. The product is: [I:30][C:31]1[CH:39]=[CH:38][C:34]([C:35]([NH:21][NH:20][C:18](=[O:19])[C:17]2[CH:16]=[CH:15][C:14]([N:11]3[CH2:12][CH2:13][N:8]([CH:5]4[CH2:6][CH2:7][CH:2]([CH3:1])[CH2:3][CH2:4]4)[CH2:9][CH2:10]3)=[CH:23][CH:22]=2)=[O:36])=[CH:33][CH:32]=1. (5) Given the reactants [Si:1]([Cl:5])([Cl:4])([Cl:3])[Cl:2].[NH3:6].[N:7]#[N+:8][O-:9].[O:10]=[O+:11][O-:12], predict the reaction product. The product is: [Si:1]([Cl:5])([Cl:4])([Cl:3])[Cl:2].[NH3:7].[N:7]#[N+:8][O-:9].[N:7]#[N:8].[NH3:6].[O:10]=[O+:11][O-:12].[N:7]#[N:8]. (6) Given the reactants [F:1][C:2]1[CH:3]=[CH:4][C:5]2=[C:6]([CH:37]=1)[O:7][CH2:8][C:9]1[CH:19]=[C:18]([C:20]([C:22]3[N:26]4[CH:27]=[CH:28][C:29]([C:31]([F:34])([F:33])[F:32])=[CH:30][C:25]4=[N:24][C:23]=3[O:35][CH3:36])=[O:21])[CH:17]=[CH:16][C:10]=1/[C:11]/2=[C:12](/[CH3:15])\[C:13]#[N:14].[BH4-].[Li+].O, predict the reaction product. The product is: [F:1][C:2]1[CH:3]=[CH:4][C:5]2=[C:6]([CH:37]=1)[O:7][CH2:8][C:9]1[CH:19]=[C:18]([CH:20]([OH:21])[C:22]3[N:26]4[CH:27]=[CH:28][C:29]([C:31]([F:34])([F:33])[F:32])=[CH:30][C:25]4=[N:24][C:23]=3[O:35][CH3:36])[CH:17]=[CH:16][C:10]=1/[C:11]/2=[C:12](/[CH3:15])\[C:13]#[N:14]. (7) Given the reactants [C:1]1([C:7]2[O:11][C:10]([C:12]([OH:14])=O)=[CH:9][CH:8]=2)[CH:6]=[CH:5][CH:4]=[CH:3][CH:2]=1.[CH3:15][O:16][C:17](=[O:27])[CH2:18][CH2:19][C:20]1[CH:25]=[CH:24][CH:23]=[C:22]([NH2:26])[CH:21]=1, predict the reaction product. The product is: [CH3:15][O:16][C:17](=[O:27])[CH2:18][CH2:19][C:20]1[CH:25]=[CH:24][CH:23]=[C:22]([NH:26][C:12]([C:10]2[O:11][C:7]([C:1]3[CH:2]=[CH:3][CH:4]=[CH:5][CH:6]=3)=[CH:8][CH:9]=2)=[O:14])[CH:21]=1.